This data is from NCI-60 drug combinations with 297,098 pairs across 59 cell lines. The task is: Regression. Given two drug SMILES strings and cell line genomic features, predict the synergy score measuring deviation from expected non-interaction effect. (1) Drug 1: C1CN1P(=S)(N2CC2)N3CC3. Drug 2: CCC1(CC2CC(C3=C(CCN(C2)C1)C4=CC=CC=C4N3)(C5=C(C=C6C(=C5)C78CCN9C7C(C=CC9)(C(C(C8N6C=O)(C(=O)OC)O)OC(=O)C)CC)OC)C(=O)OC)O.OS(=O)(=O)O. Cell line: NCI-H460. Synergy scores: CSS=50.0, Synergy_ZIP=-5.39, Synergy_Bliss=-11.9, Synergy_Loewe=-33.3, Synergy_HSA=-12.0. (2) Drug 1: CN(C)C1=NC(=NC(=N1)N(C)C)N(C)C. Drug 2: CC1CCC2CC(C(=CC=CC=CC(CC(C(=O)C(C(C(=CC(C(=O)CC(OC(=O)C3CCCCN3C(=O)C(=O)C1(O2)O)C(C)CC4CCC(C(C4)OC)OCCO)C)C)O)OC)C)C)C)OC. Cell line: HCT116. Synergy scores: CSS=18.0, Synergy_ZIP=0.134, Synergy_Bliss=3.45, Synergy_Loewe=-81.7, Synergy_HSA=3.87.